This data is from Full USPTO retrosynthesis dataset with 1.9M reactions from patents (1976-2016). The task is: Predict the reactants needed to synthesize the given product. The reactants are: [Cl:1][C:2]1[CH:9]=[C:8]([N:10]([CH2:16][C:17]2[CH:22]=[CH:21][CH:20]=[CH:19][C:18]=2[Cl:23])[C@H:11]2[CH2:15][CH2:14][NH:13][CH2:12]2)[CH:7]=[CH:6][C:3]=1[C:4]#[N:5].[CH3:24][C:25]1[CH:30]=[CH:29][C:28]([CH2:31][S:32](Cl)(=[O:34])=[O:33])=[CH:27][CH:26]=1. Given the product [Cl:1][C:2]1[CH:9]=[C:8]([N:10]([CH2:16][C:17]2[CH:22]=[CH:21][CH:20]=[CH:19][C:18]=2[Cl:23])[C@H:11]2[CH2:15][CH2:14][N:13]([S:32]([CH2:31][C:28]3[CH:29]=[CH:30][C:25]([CH3:24])=[CH:26][CH:27]=3)(=[O:34])=[O:33])[CH2:12]2)[CH:7]=[CH:6][C:3]=1[C:4]#[N:5], predict the reactants needed to synthesize it.